This data is from Retrosynthesis with 50K atom-mapped reactions and 10 reaction types from USPTO. The task is: Predict the reactants needed to synthesize the given product. (1) The reactants are: CC(C)(C)OC(=O)N1[C@H](C=CCCCBr)COC1(C)C.CC(C)OP(OC(C)C)OC(C)C. Given the product CC(C)OP(=O)(CCCC=C[C@@H]1COC(C)(C)N1C(=O)OC(C)(C)C)OC(C)C, predict the reactants needed to synthesize it. (2) Given the product COC(=O)C1=Cc2c(ncnc2OC)NCCC1, predict the reactants needed to synthesize it. The reactants are: COC(=O)C1=Cc2c(OC)ncnc2N(Cc2ccc(OC)cc2)CCC1. (3) Given the product O=C(O)C1=Cc2cc(-c3ccc(N4CCCC4)cc3)ccc2S(=O)(=O)CC1, predict the reactants needed to synthesize it. The reactants are: COC(=O)C1=Cc2cc(-c3ccc(N4CCCC4)cc3)ccc2S(=O)(=O)CC1. (4) The reactants are: NC(=O)c1cc2[nH]c(-c3ccc(OCc4ccccc4)cc3)c(C3CCCCC3)c(=O)n2n1. Given the product N#Cc1cc2[nH]c(-c3ccc(OCc4ccccc4)cc3)c(C3CCCCC3)c(=O)n2n1, predict the reactants needed to synthesize it. (5) Given the product COCCOc1ccc(CCC(=O)NS(N)(=O)=O)c(Oc2ncc(C(F)(F)F)cc2Cl)c1, predict the reactants needed to synthesize it. The reactants are: COCCOc1ccc(CCC(=O)O)c(Oc2ncc(C(F)(F)F)cc2Cl)c1.NS(N)(=O)=O. (6) Given the product C=CCc1c(OC)cc(Cc2cnc(N)nc2N)cc1OC, predict the reactants needed to synthesize it. The reactants are: C=CCc1c(O)cc(Cc2cnc(N)nc2N)cc1OC.CI. (7) Given the product CC(C)n1c(C(=O)N2CCC(F)(F)CC2)cc2cc(C(=O)N3CCCN(C(=O)OC(C)(C)C)CC3)ccc21, predict the reactants needed to synthesize it. The reactants are: CC(C)n1c(C(=O)O)cc2cc(C(=O)N3CCCN(C(=O)OC(C)(C)C)CC3)ccc21.FC1(F)CCNCC1.